This data is from Forward reaction prediction with 1.9M reactions from USPTO patents (1976-2016). The task is: Predict the product of the given reaction. (1) The product is: [CH3:31][N:30]1[C:26]([C:19]2[CH:18]=[C:17]([C:1]3[CH:6]=[CH:5][CH:4]=[CH:3][CH:2]=3)[CH:22]=[C:21]([N+:23]([O-:25])=[O:24])[CH:20]=2)=[N:27][N:28]=[N:29]1. Given the reactants [C:1]1(B(O)O)[CH:6]=[CH:5][CH:4]=[CH:3][CH:2]=1.C(=O)([O-])[O-].[K+].[K+].Br[C:17]1[CH:18]=[C:19]([C:26]2[N:30]([CH3:31])[N:29]=[N:28][N:27]=2)[CH:20]=[C:21]([N+:23]([O-:25])=[O:24])[CH:22]=1, predict the reaction product. (2) Given the reactants [H-].[Na+].[F:3][C:4]1[CH:10]=[C:9]([N+:11]([O-:13])=[O:12])[CH:8]=[CH:7][C:5]=1N.F[C:15]1[CH:16]=[CH:17][C:18]2[C:24](=[O:25])[C:23]3[CH:26]=[CH:27][CH:28]=[CH:29][C:22]=3[CH2:21][O:20][C:19]=2[CH:30]=1.C[N:32](C)C=O, predict the reaction product. The product is: [F:3][C:4]1[CH:5]=[CH:7][C:8]([NH:32][C:15]2[CH:16]=[CH:17][C:18]3[C:24](=[O:25])[C:23]4[CH:26]=[CH:27][CH:28]=[CH:29][C:22]=4[CH2:21][O:20][C:19]=3[CH:30]=2)=[C:9]([N+:11]([O-:13])=[O:12])[CH:10]=1. (3) Given the reactants Cl[C:2]1[CH:11]=[CH:10][C:9]2[C:4](=[CH:5][CH:6]=[C:7](Cl)[CH:8]=2)[N:3]=1.[CH3:13][C:14]1[O:18][C:17]([CH2:19][NH2:20])=[CH:16][CH:15]=1.[CH3:21][O:22][C:23]1[CH:24]=[C:25]([CH:28]=[CH:29][CH:30]=1)[CH2:26][NH2:27], predict the reaction product. The product is: [CH3:21][O:22][C:23]1[CH:24]=[C:25]([CH:28]=[CH:29][CH:30]=1)[CH2:26][NH:27][C:7]1[CH:8]=[C:9]2[C:4](=[CH:5][CH:6]=1)[N:3]=[C:2]([NH:20][CH2:19][C:17]1[O:18][C:14]([CH3:13])=[CH:15][CH:16]=1)[CH:11]=[CH:10]2. (4) Given the reactants [NH2:1][C@H:2]1[CH2:7][CH2:6][N:5]([C:8]2[CH:13]=[C:12]([C:14]([O:16][CH2:17][CH3:18])=[O:15])[C:11]([CH3:19])=[CH:10][N:9]=2)[CH2:4][C@H:3]1[O:20][CH3:21].[Cl:22][C:23]1[N:24]=[C:25]([C:30](O)=[O:31])[NH:26][C:27]=1[CH2:28][CH3:29].CCN=C=NCCCN(C)C.Cl.C1C=CC2N(O)N=NC=2C=1, predict the reaction product. The product is: [Cl:22][C:23]1[N:24]=[C:25]([C:30]([NH:1][C@H:2]2[CH2:7][CH2:6][N:5]([C:8]3[CH:13]=[C:12]([C:14]([O:16][CH2:17][CH3:18])=[O:15])[C:11]([CH3:19])=[CH:10][N:9]=3)[CH2:4][C@H:3]2[O:20][CH3:21])=[O:31])[NH:26][C:27]=1[CH2:28][CH3:29]. (5) Given the reactants C[N:2]([CH:4]=[C:5]1[C:10](=O)[CH2:9][CH2:8][CH2:7][C:6]1=[O:12])C.[CH:13]([NH:16]N)([CH3:15])[CH3:14].[OH-].[Na+], predict the reaction product. The product is: [CH:13]([N:16]1[C:10]2[CH2:9][CH2:8][CH2:7][C:6](=[O:12])[C:5]=2[CH:4]=[N:2]1)([CH3:15])[CH3:14]. (6) Given the reactants [Cl:1][C:2]1[N:3]=[C:4](Cl)[C:5]2[S:10][CH:9]=[CH:8][C:6]=2[N:7]=1.[CH2:12]([NH2:15])[CH2:13][CH3:14].C(N(C(C)C)C(C)C)C, predict the reaction product. The product is: [Cl:1][C:2]1[N:3]=[C:4]([CH2:14][CH2:13][CH2:12][NH2:15])[C:5]2[S:10][CH2:9][CH2:8][C:6]=2[N:7]=1.